This data is from Full USPTO retrosynthesis dataset with 1.9M reactions from patents (1976-2016). The task is: Predict the reactants needed to synthesize the given product. (1) Given the product [Cl:37][C:16]1[CH:15]=[C:14]([CH:12]([NH:11][C:2]2[N:10]=[CH:9][N:8]=[C:7]3[C:3]=2[N:4]=[CH:5][NH:6]3)[CH3:13])[C:19]([C:20]2[CH:25]=[CH:24][CH:23]=[C:22]([F:26])[CH:21]=2)=[C:18]([N:27]([C:32]([O:34][CH3:35])=[O:33])[C:28]([O:30][CH3:31])=[O:29])[C:17]=1[CH3:36], predict the reactants needed to synthesize it. The reactants are: Br[C:2]1[N:10]=[CH:9][N:8]=[C:7]2[C:3]=1[N:4]=[CH:5][NH:6]2.[NH2:11][CH:12]([C:14]1[C:19]([C:20]2[CH:25]=[CH:24][CH:23]=[C:22]([F:26])[CH:21]=2)=[C:18]([N:27]([C:32]([O:34][CH3:35])=[O:33])[C:28]([O:30][CH3:31])=[O:29])[C:17]([CH3:36])=[C:16]([Cl:37])[CH:15]=1)[CH3:13].C(N(CC)C(C)C)(C)C. (2) Given the product [C:20]1([C:26]23[CH2:27][CH2:28][C:29]([CH:34]([CH3:1])[C:35]([O:37][CH3:38])=[O:36])([CH2:32][CH2:33]2)[CH2:30][CH2:31]3)[CH:21]=[CH:22][CH:23]=[CH:24][CH:25]=1, predict the reactants needed to synthesize it. The reactants are: [CH:1](NC(C)C)(C)C.C(=O)=O.CC(C)=O.[Li]CCCC.[C:20]1([C:26]23[CH2:33][CH2:32][C:29]([CH2:34][C:35]([O:37][CH3:38])=[O:36])([CH2:30][CH2:31]2)[CH2:28][CH2:27]3)[CH:25]=[CH:24][CH:23]=[CH:22][CH:21]=1.CI.[Cl-].[NH4+]. (3) Given the product [Br:1][C:2]1[C:3]([O:28][CH2:29][C:30]2[NH:34][N:33]=[N:32][N:31]=2)=[CH:4][CH:5]=[C:6]2[C:11]=1[CH:10]=[CH:9][C:8]([C:12]1[O:13][C:14]3[CH:26]=[CH:25][C:24]([Cl:27])=[CH:23][C:15]=3[C:16]=1[C:17](=[O:22])[CH2:18][CH2:19][CH2:20][CH3:21])=[CH:7]2, predict the reactants needed to synthesize it. The reactants are: [Br:1][C:2]1[C:11]2[C:6](=[CH:7][C:8]([C:12]3[O:13][C:14]4[CH:26]=[CH:25][C:24]([Cl:27])=[CH:23][C:15]=4[C:16]=3[C:17](=[O:22])[CH2:18][CH2:19][CH2:20][CH3:21])=[CH:9][CH:10]=2)[CH:5]=[CH:4][C:3]=1[O:28][CH2:29][C:30]#[N:31].[N-:32]=[N+:33]=[N-:34].[Na+].[Cl-].[NH4+]. (4) Given the product [CH3:52][CH:50]([CH3:51])[C@H:49]([NH:53][C:54](=[O:55])[O:56][CH3:57])[C:48]([N:39]1[CH2:40][CH2:41][CH2:42][C@H:38]1[C:36]1[NH:35][CH:34]=[C:33]([C:30]2[CH:31]=[CH:32][C:27]([C:24]3[CH:23]=[CH:22][C:21]([C:19]4[N:20]=[C:16]([CH:12]5[CH2:13][C:14]6([CH2:70][CH2:71][O:66][CH2:67][CH2:68]6)[CH2:15][N:11]5[C:9](=[O:10])[C@@H:5]([NH:4][C:3]([O:2][CH3:1])=[O:60])[CH:6]([CH3:7])[CH3:8])[NH:17][CH:18]=4)=[CH:26][CH:25]=3)=[CH:28][CH:29]=2)[N:65]=1)=[O:58], predict the reactants needed to synthesize it. The reactants are: [CH3:1][O:2][C:3](=[O:60])[NH:4][C@H:5]([C:9]([N:11]1[CH2:15][CH2:14][CH2:13][C@H:12]1[C:16]1[NH:17][CH:18]=[C:19]([C:21]2[CH:26]=[CH:25][C:24]([C:27]3[CH:32]=[CH:31][C:30]([C:33](=O)[CH2:34][NH:35][C:36]([CH:38]4[CH2:42][C:41]5(CCOCC5)[CH2:40][N:39]4[C:48](=[O:58])[C@@H:49]([NH:53][C:54]([O:56][CH3:57])=[O:55])[CH:50]([CH3:52])[CH3:51])=O)=[CH:29][CH:28]=3)=[CH:23][CH:22]=2)[N:20]=1)=[O:10])[CH:6]([CH3:8])[CH3:7].C([O-])(=O)C.[NH4+:65].[O:66]1[CH2:71][CH2:70]O[CH2:68][CH2:67]1. (5) Given the product [Br:1][C:2]1[CH:7]=[CH:6][C:5]([C:8]([F:9])([F:10])[F:11])=[CH:4][C:3]=1[CH:12]=[O:13], predict the reactants needed to synthesize it. The reactants are: [Br:1][C:2]1[CH:7]=[CH:6][C:5]([C:8]([F:11])([F:10])[F:9])=[CH:4][C:3]=1[CH2:12][OH:13].C[N+]1([O-])CCOCC1. (6) Given the product [C:20]1([S:17]([N:13]2[CH2:14][CH2:15][CH2:16][C@H:11]([C:9]([NH:8][CH:5]3[CH2:6][CH2:7][CH:2]([O:1][C:29]4[CH:30]=[CH:31][N:26]=[CH:27][CH:28]=4)[CH2:3][CH2:4]3)=[O:10])[CH2:12]2)(=[O:19])=[O:18])[CH:21]=[CH:22][CH:23]=[CH:24][CH:25]=1, predict the reactants needed to synthesize it. The reactants are: [OH:1][C@H:2]1[CH2:7][CH2:6][C@H:5]([NH:8][C:9]([C@H:11]2[CH2:16][CH2:15][CH2:14][N:13]([S:17]([C:20]3[CH:25]=[CH:24][CH:23]=[CH:22][CH:21]=3)(=[O:19])=[O:18])[CH2:12]2)=[O:10])[CH2:4][CH2:3]1.[N:26]1[CH:31]=[CH:30][C:29](O)=[CH:28][CH:27]=1.C1(P(C2C=CC=CC=2)C2C=CC=CC=2)C=CC=CC=1.N(C(OCC)=O)=NC(OCC)=O.